Dataset: Catalyst prediction with 721,799 reactions and 888 catalyst types from USPTO. Task: Predict which catalyst facilitates the given reaction. (1) Reactant: I.[CH3:2][S:3][C:4]1[NH:8][C@H:7]2[CH2:9][CH2:10][CH2:11][CH2:12][C@H:6]2[N:5]=1.C(N(CC)CC)C.[C:20]([O:24][C:25](O[C:25]([O:24][C:20]([CH3:23])([CH3:22])[CH3:21])=[O:26])=[O:26])([CH3:23])([CH3:22])[CH3:21]. Product: [CH3:2][S:3][C:4]1[N:8]([C:25]([O:24][C:20]([CH3:23])([CH3:22])[CH3:21])=[O:26])[C@H:7]2[CH2:9][CH2:10][CH2:11][CH2:12][C@H:6]2[N:5]=1. The catalyst class is: 119. (2) Reactant: [CH2:1]([O:3][C:4]([N:6]1[C:15]2[C:10](=[N:11][C:12]([O:16][CH3:17])=[CH:13][CH:14]=2)[C@@H:9]([NH:18][C:19]2[N:24]=[C:23]([CH2:25][C:26]3[CH:31]=[C:30]([C:32]([F:35])([F:34])[F:33])[CH:29]=[C:28]([C:36]([F:39])([F:38])[F:37])[CH:27]=3)[C:22]([CH2:40][CH2:41][CH2:42]Br)=[CH:21][N:20]=2)[CH2:8][C@H:7]1[CH2:44][CH3:45])=[O:5])[CH3:2].[NH:46]1[CH2:51][CH2:50][O:49][CH2:48][CH2:47]1. Product: [CH2:1]([O:3][C:4]([N:6]1[C:15]2[C:10](=[N:11][C:12]([O:16][CH3:17])=[CH:13][CH:14]=2)[C@@H:9]([NH:18][C:19]2[N:24]=[C:23]([CH2:25][C:26]3[CH:31]=[C:30]([C:32]([F:35])([F:34])[F:33])[CH:29]=[C:28]([C:36]([F:39])([F:38])[F:37])[CH:27]=3)[C:22]([CH2:40][CH2:41][CH2:42][N:46]3[CH2:51][CH2:50][O:49][CH2:48][CH2:47]3)=[CH:21][N:20]=2)[CH2:8][C@H:7]1[CH2:44][CH3:45])=[O:5])[CH3:2]. The catalyst class is: 9. (3) Reactant: [N+:1]([C:4]1[C:9]2[N:10]=[N:11][S:12][C:8]=2[CH:7]=[CH:6][CH:5]=1)([O-])=O.C(O)(=O)C. Product: [NH2:1][C:4]1[C:9]2[N:10]=[N:11][S:12][C:8]=2[CH:7]=[CH:6][CH:5]=1. The catalyst class is: 186. (4) Reactant: Br[C:2]1[S:3][CH:4]=[C:5]([C:7]2[CH:12]=[CH:11][C:10]([NH:13][S:14]([C:17]([F:20])([F:19])[F:18])(=[O:16])=[O:15])=[CH:9][C:8]=2[Cl:21])[N:6]=1.[N:22]1([C:28]2[CH:33]=[C:32](B(O)O)[CH:31]=[CH:30][N:29]=2)[CH2:27][CH2:26][CH2:25][CH2:24][CH2:23]1.C(=O)([O-])[O-].[Na+].[Na+].CN(C)C=O. Product: [Cl:21][C:8]1[CH:9]=[C:10]([NH:13][S:14]([C:17]([F:20])([F:19])[F:18])(=[O:16])=[O:15])[CH:11]=[CH:12][C:7]=1[C:5]1[N:6]=[C:2]([C:32]2[CH:31]=[CH:30][N:29]=[C:28]([N:22]3[CH2:23][CH2:24][CH2:25][CH2:26][CH2:27]3)[CH:33]=2)[S:3][CH:4]=1. The catalyst class is: 103. (5) Reactant: [CH2:1]([O:3][C:4]([C:6]1[CH:7]=[N:8][N:9]2[C:14]([OH:15])=[C:13]([C:16]([OH:18])=[O:17])[CH:12]=[N:11][C:10]=12)=[O:5])[CH3:2].S(Cl)(Cl)=O.[CH3:23]N(C=O)C.C(N(CC)CC)C. Product: [CH2:1]([O:3][C:4]([C:6]1[CH:7]=[N:8][N:9]2[C:14]([OH:15])=[C:13]([C:16]([O:18][CH3:23])=[O:17])[CH:12]=[N:11][C:10]=12)=[O:5])[CH3:2]. The catalyst class is: 525. (6) Reactant: CS(O[CH2:6][CH2:7][C:8]1[O:9][C:10]2[CH:16]=[CH:15][C:14]([C:17]3[CH:22]=[CH:21][C:20]([C:23]#[N:24])=[CH:19][CH:18]=3)=[CH:13][C:11]=2[CH:12]=1)(=O)=O.Br.[CH3:26][C@@H:27]1[CH2:31][CH2:30][CH2:29][NH:28]1.C(=O)([O-])[O-].[Na+].[Na+]. Product: [CH3:26][C@@H:27]1[CH2:31][CH2:30][CH2:29][N:28]1[CH2:6][CH2:7][C:8]1[O:9][C:10]2[CH:16]=[CH:15][C:14]([C:17]3[CH:22]=[CH:21][C:20]([C:23]#[N:24])=[CH:19][CH:18]=3)=[CH:13][C:11]=2[CH:12]=1. The catalyst class is: 10. (7) Reactant: C[O-].[Na+].[CH3:4][C:5]1[CH:10]=[CH:9][C:8]([C:11]([CH3:13])=[O:12])=[CH:7][CH:6]=1.C[O:15][C:16](=O)[C:17]([F:20])([F:19])[F:18].Cl. Product: [F:18][C:17]([F:20])([F:19])[C:16](=[O:15])[CH2:13][C:11]([C:8]1[CH:9]=[CH:10][C:5]([CH3:4])=[CH:6][CH:7]=1)=[O:12]. The catalyst class is: 11. (8) Reactant: [Br:1][C:2]1[CH:7]=[CH:6][C:5]([N:8]2[C:16]([C:17]([NH:19][CH3:20])=[O:18])=[C:15]3[C:10]([CH:11]=[C:12]([N:24]([CH2:29][CH2:30][N:31]4C(=O)C5C(=CC=CC=5)C4=O)[S:25]([CH3:28])(=[O:27])=[O:26])[C:13]([CH:21]4[CH2:23][CH2:22]4)=[CH:14]3)=[N:9]2)=[CH:4][CH:3]=1.O.NN. Product: [NH2:31][CH2:30][CH2:29][N:24]([S:25]([CH3:28])(=[O:26])=[O:27])[C:12]1[C:13]([CH:21]2[CH2:22][CH2:23]2)=[CH:14][C:15]2[C:10]([CH:11]=1)=[N:9][N:8]([C:5]1[CH:4]=[CH:3][C:2]([Br:1])=[CH:7][CH:6]=1)[C:16]=2[C:17]([NH:19][CH3:20])=[O:18]. The catalyst class is: 8.